This data is from Full USPTO retrosynthesis dataset with 1.9M reactions from patents (1976-2016). The task is: Predict the reactants needed to synthesize the given product. (1) Given the product [CH3:17][C:15]1[NH:14][N:13]=[C:12]([NH:11][C:2]2[CH:7]=[CH:6][C:5]([N+:8]([O-:10])=[O:9])=[CH:4][CH:3]=2)[CH:16]=1, predict the reactants needed to synthesize it. The reactants are: F[C:2]1[CH:7]=[CH:6][C:5]([N+:8]([O-:10])=[O:9])=[CH:4][CH:3]=1.[NH2:11][C:12]1[CH:16]=[C:15]([CH3:17])[NH:14][N:13]=1.CC(C)([O-])C.[K+].C1COCC1. (2) The reactants are: [C:1]([O:6][CH3:7])(=[O:5])/[CH:2]=[CH:3]/[CH3:4].C1(C)C=CC=CC=1P(C1C=CC=CC=1C)C1C=CC=CC=1C.C(N(CC)CC)C.Br[C:38]1[CH:39]=[CH:40][C:41]2[O:45][N:44]=[C:43]([C:46]3[CH:51]=[C:50]([CH:52]([CH3:54])[CH3:53])[CH:49]=[C:48]([CH:55]([CH3:57])[CH3:56])[C:47]=3[O:58][CH2:59][CH3:60])[C:42]=2[CH:61]=1. Given the product [CH3:7][O:6][C:1](=[O:5])[CH:2]=[C:3]([C:38]1[CH:39]=[CH:40][C:41]2[O:45][N:44]=[C:43]([C:46]3[CH:51]=[C:50]([CH:52]([CH3:53])[CH3:54])[CH:49]=[C:48]([CH:55]([CH3:56])[CH3:57])[C:47]=3[O:58][CH2:59][CH3:60])[C:42]=2[CH:61]=1)[CH3:4], predict the reactants needed to synthesize it. (3) Given the product [C:1](=[O:2])([O-:4])[OH:3].[Ca+2:5].[C:1](=[O:2])([O-:4])[OH:3], predict the reactants needed to synthesize it. The reactants are: [C:1](=[O:4])([O-:3])[O-:2].[Ca+2:5].C(=O)=O. (4) Given the product [CH3:17][O:16][C:6]1[CH:5]=[C:4]([CH2:3][OH:2])[CH:9]=[C:8]([O:10][CH2:11][CH2:12][CH2:13][O:14][CH3:15])[CH:7]=1, predict the reactants needed to synthesize it. The reactants are: C[O:2][C:3](=O)[C:4]1[CH:9]=[C:8]([O:10][CH2:11][CH2:12][CH2:13][O:14][CH3:15])[CH:7]=[C:6]([O:16][CH3:17])[CH:5]=1.[H-].[H-].[H-].[H-].[Li+].[Al+3].O. (5) Given the product [CH3:10][C:11]([OH:13])([CH3:14])[CH2:12][N:6]1[CH:5]=[C:4]([N+:1]([O-:3])=[O:2])[CH:8]=[N:7]1, predict the reactants needed to synthesize it. The reactants are: [N+:1]([C:4]1[CH:5]=[N:6][NH:7][CH:8]=1)([O-:3])=[O:2].Cl[CH2:10][C:11]([CH3:14])([OH:13])[CH3:12].C([O-])([O-])=O.[Cs+].[Cs+].